This data is from Catalyst prediction with 721,799 reactions and 888 catalyst types from USPTO. The task is: Predict which catalyst facilitates the given reaction. Reactant: [Br:1][C:2]1[CH:3]=[C:4]2[C:9](=[CH:10][CH:11]=1)[C:8](=[O:12])[CH2:7][CH2:6][CH2:5]2.[BH4-].[Na+]. Product: [Br:1][C:2]1[CH:3]=[C:4]2[C:9](=[CH:10][CH:11]=1)[CH:8]([OH:12])[CH2:7][CH2:6][CH2:5]2. The catalyst class is: 88.